The task is: Predict the product of the given reaction.. This data is from Forward reaction prediction with 1.9M reactions from USPTO patents (1976-2016). (1) Given the reactants [C:1]([C:9]1[CH:14]=[CH:13][N:12]=[CH:11][C:10]=1[CH:15]=[O:16])(=[O:8])[C:2]1[CH:7]=[CH:6][CH:5]=[CH:4][CH:3]=1.[CH2:17]1[CH2:21][O:20][CH2:19][CH2:18]1, predict the reaction product. The product is: [CH3:19][O:20][C:21]1[CH:17]=[CH:18][C:19]([O:20][CH3:21])=[CH:18][C:17]=1[CH:15]([OH:16])[C:10]1[CH:11]=[N:12][CH:13]=[CH:14][C:9]=1[C:1]([C:2]1[CH:3]=[CH:4][CH:5]=[CH:6][CH:7]=1)=[O:8]. (2) Given the reactants [C:1]([O:5][C:6]([N:8]1[CH:13]([CH2:14][CH2:15][C:16]2[CH:21]=[CH:20][CH:19]=[CH:18][CH:17]=2)[CH2:12][O:11][CH:10]([C:22](O)=[O:23])[CH2:9]1)=[O:7])([CH3:4])([CH3:3])[CH3:2].CN(C(ON1N=NC2C=CC=NC1=2)=[N+](C)C)C.F[P-](F)(F)(F)(F)F.[F:49][C:50]1[CH:58]=[CH:57][C:53]([C:54]([NH2:56])=[S:55])=[CH:52][CH:51]=1.CCN(C(C)C)C(C)C, predict the reaction product. The product is: [F:49][C:50]1[CH:58]=[CH:57][C:53]([C:54]([NH:56][C:22]([CH:10]2[O:11][CH2:12][CH:13]([CH2:14][CH2:15][C:16]3[CH:17]=[CH:18][CH:19]=[CH:20][CH:21]=3)[N:8]([C:6]([O:5][C:1]([CH3:4])([CH3:3])[CH3:2])=[O:7])[CH2:9]2)=[O:23])=[S:55])=[CH:52][CH:51]=1. (3) Given the reactants [CH3:1][O:2][C:3]1[CH:4]=[C:5]2[C:10](=[CH:11][C:12]=1[O:13][CH3:14])[N:9]=[CH:8][N:7]=[C:6]2[O:15][C:16]1[CH:22]=[CH:21][C:19]([NH2:20])=[CH:18][CH:17]=1.C1(C)C=CC=CC=1.C(N(CC)CC)C.Cl[C:38](Cl)([O:40]C(=O)OC(Cl)(Cl)Cl)Cl.[CH3:49][C:50]1[CH:58]=[CH:57][C:53]([CH:54]([OH:56])[CH3:55])=[CH:52][CH:51]=1, predict the reaction product. The product is: [CH3:1][O:2][C:3]1[CH:4]=[C:5]2[C:10](=[CH:11][C:12]=1[O:13][CH3:14])[N:9]=[CH:8][N:7]=[C:6]2[O:15][C:16]1[CH:22]=[CH:21][C:19]([NH:20][C:38](=[O:40])[O:56][CH:54]([C:53]2[CH:57]=[CH:58][C:50]([CH3:49])=[CH:51][CH:52]=2)[CH3:55])=[CH:18][CH:17]=1. (4) Given the reactants O[C:2]([C:26]1[CH:31]=[CH:30][CH:29]=[CH:28][CH:27]=1)([C:16]1[CH:21]=[CH:20][C:19]([C:22]([F:25])([F:24])[F:23])=[CH:18][CH:17]=1)[CH:3]1[CH2:8][CH2:7][N:6](C(OC(C)(C)C)=O)[CH2:5][CH2:4]1.C(O)(C(F)(F)F)=O.CCCCC, predict the reaction product. The product is: [C:26]1([C:2]([C:16]2[CH:17]=[CH:18][C:19]([C:22]([F:25])([F:23])[F:24])=[CH:20][CH:21]=2)=[C:3]2[CH2:4][CH2:5][NH:6][CH2:7][CH2:8]2)[CH:27]=[CH:28][CH:29]=[CH:30][CH:31]=1. (5) Given the reactants [C:1]([O:5][C:6]([N:8]1[CH2:12][CH2:11][CH2:10][C@H:9]1[C:13]1[NH:14][C:15]([C:18]2[CH:19]=[C:20]3[C:25](=[CH:26][CH:27]=2)[CH:24]=[C:23]([C:28]2[CH:29]=[C:30]4[C:50](=[CH:51][CH:52]=2)[C:34]2[NH:35][C:36]([C@@H:38]5[CH2:42][CH2:41][CH2:40][N:39]5[C:43]([O:45][C:46]([CH3:49])([CH3:48])[CH3:47])=[O:44])=[N:37][C:33]=2[CH2:32][CH2:31]4)[CH:22]=[CH:21]3)=[CH:16][N:17]=1)=[O:7])([CH3:4])([CH3:3])[CH3:2], predict the reaction product. The product is: [C:1]([O:5][C:6]([N:8]1[CH2:12][CH2:11][CH2:10][C@H:9]1[C:13]1[NH:14][C:15]([C:18]2[CH:19]=[C:20]3[C:25](=[CH:26][CH:27]=2)[CH:24]=[C:23]([C:28]2[CH:29]=[C:30]4[C:50](=[CH:51][CH:52]=2)[C:34]2[NH:35][C:36]([C@@H:38]5[CH2:42][CH2:41][CH2:40][N:39]5[C:43]([O:45][C:46]([CH3:49])([CH3:48])[CH3:47])=[O:44])=[N:37][C:33]=2[CH:32]=[CH:31]4)[CH:22]=[CH:21]3)=[CH:16][N:17]=1)=[O:7])([CH3:4])([CH3:2])[CH3:3]. (6) Given the reactants C(OC(=O)[NH:7][C:8]1[CH:13]=[C:12]([O:14][CH2:15][CH3:16])[C:11]([C:17]([F:20])([F:19])[F:18])=[CH:10][C:9]=1[NH:21][C:22](=[O:40])[CH2:23][C:24]([C:26]1[CH:31]=[CH:30][CH:29]=[C:28]([C:32]2[CH:33]=[N:34][C:35]([CH2:38][CH3:39])=[CH:36][CH:37]=2)[CH:27]=1)=O)(C)(C)C.C(O)(C(F)(F)F)=O, predict the reaction product. The product is: [CH2:15]([O:14][C:12]1[C:11]([C:17]([F:18])([F:20])[F:19])=[CH:10][C:9]2[NH:21][C:22](=[O:40])[CH2:23][C:24]([C:26]3[CH:31]=[CH:30][CH:29]=[C:28]([C:32]4[CH:33]=[N:34][C:35]([CH2:38][CH3:39])=[CH:36][CH:37]=4)[CH:27]=3)=[N:7][C:8]=2[CH:13]=1)[CH3:16]. (7) Given the reactants [F:1][C:2]1[CH:7]=[CH:6][C:5]([C:8]2[O:9][C:10]3[CH:20]=[CH:19][C:18]([O:21][CH2:22][C:23]([O:25]C)=[O:24])=[CH:17][C:11]=3[C:12]=2[C:13](=[O:16])[NH:14][CH3:15])=[CH:4][CH:3]=1.C[Si](C)(C)[O-].[K+].O1CCCC1.ClCCl.Cl, predict the reaction product. The product is: [F:1][C:2]1[CH:3]=[CH:4][C:5]([C:8]2[O:9][C:10]3[CH:20]=[CH:19][C:18]([O:21][CH2:22][C:23]([OH:25])=[O:24])=[CH:17][C:11]=3[C:12]=2[C:13](=[O:16])[NH:14][CH3:15])=[CH:6][CH:7]=1. (8) Given the reactants Cl[C:2]([O:4][C:5]1[CH:10]=[CH:9][CH:8]=[CH:7][CH:6]=1)=[O:3].[NH2:11][C:12]1([C:36]2[C:37]([O:42][CH2:43][CH3:44])=[N:38][CH:39]=[CH:40][CH:41]=2)[C:20]2[C:15](=[CH:16][CH:17]=[C:18]([Cl:21])[CH:19]=2)[N:14]([S:22]([C:25]2[CH:30]=[CH:29][C:28]([O:31][CH3:32])=[CH:27][C:26]=2[O:33][CH3:34])(=[O:24])=[O:23])[C:13]1=[O:35], predict the reaction product. The product is: [Cl:21][C:18]1[CH:19]=[C:20]2[C:15](=[CH:16][CH:17]=1)[N:14]([S:22]([C:25]1[CH:30]=[CH:29][C:28]([O:31][CH3:32])=[CH:27][C:26]=1[O:33][CH3:34])(=[O:23])=[O:24])[C:13](=[O:35])[C:12]2([NH:11][C:2](=[O:3])[O:4][C:5]1[CH:10]=[CH:9][CH:8]=[CH:7][CH:6]=1)[C:36]1[C:37]([O:42][CH2:43][CH3:44])=[N:38][CH:39]=[CH:40][CH:41]=1. (9) Given the reactants [CH3:1][O:2][C:3]1[CH:4]=[C:5]([CH2:9][NH:10][CH2:11][CH2:12][OH:13])[CH:6]=[CH:7][CH:8]=1.[C:14](Cl)(=[O:19])[C:15]([CH3:18])([CH3:17])[CH3:16].N1C=CC=CC=1, predict the reaction product. The product is: [CH3:1][O:2][C:3]1[CH:4]=[C:5]([CH2:9][NH:10][CH2:11][CH2:12][O:13][C:14](=[O:19])[C:15]([CH3:18])([CH3:17])[CH3:16])[CH:6]=[CH:7][CH:8]=1.